This data is from NCI-60 drug combinations with 297,098 pairs across 59 cell lines. The task is: Regression. Given two drug SMILES strings and cell line genomic features, predict the synergy score measuring deviation from expected non-interaction effect. (1) Drug 1: CC12CCC(CC1=CCC3C2CCC4(C3CC=C4C5=CN=CC=C5)C)O. Drug 2: CC1C(C(CC(O1)OC2CC(CC3=C2C(=C4C(=C3O)C(=O)C5=C(C4=O)C(=CC=C5)OC)O)(C(=O)C)O)N)O.Cl. Cell line: SF-295. Synergy scores: CSS=42.7, Synergy_ZIP=11.5, Synergy_Bliss=16.7, Synergy_Loewe=8.68, Synergy_HSA=18.9. (2) Drug 1: COC1=C(C=C2C(=C1)N=CN=C2NC3=CC(=C(C=C3)F)Cl)OCCCN4CCOCC4. Drug 2: C(=O)(N)NO. Cell line: MCF7. Synergy scores: CSS=28.2, Synergy_ZIP=-6.05, Synergy_Bliss=3.38, Synergy_Loewe=6.46, Synergy_HSA=8.21. (3) Drug 1: CN(C)N=NC1=C(NC=N1)C(=O)N. Drug 2: CC1=C(C(=CC=C1)Cl)NC(=O)C2=CN=C(S2)NC3=CC(=NC(=N3)C)N4CCN(CC4)CCO. Cell line: OVCAR-8. Synergy scores: CSS=6.25, Synergy_ZIP=-3.08, Synergy_Bliss=-2.30, Synergy_Loewe=-8.80, Synergy_HSA=-2.49. (4) Drug 1: CCN(CC)CCNC(=O)C1=C(NC(=C1C)C=C2C3=C(C=CC(=C3)F)NC2=O)C. Drug 2: C(CCl)NC(=O)N(CCCl)N=O. Cell line: HCT116. Synergy scores: CSS=14.5, Synergy_ZIP=2.74, Synergy_Bliss=3.01, Synergy_Loewe=3.54, Synergy_HSA=3.86. (5) Drug 2: CCN(CC)CCNC(=O)C1=C(NC(=C1C)C=C2C3=C(C=CC(=C3)F)NC2=O)C. Drug 1: C1=CC(=CC=C1C#N)C(C2=CC=C(C=C2)C#N)N3C=NC=N3. Cell line: PC-3. Synergy scores: CSS=-0.521, Synergy_ZIP=0.0271, Synergy_Bliss=-1.16, Synergy_Loewe=-6.51, Synergy_HSA=-5.90. (6) Drug 1: C(CC(=O)O)C(=O)CN.Cl. Drug 2: CCC1(C2=C(COC1=O)C(=O)N3CC4=CC5=C(C=CC(=C5CN(C)C)O)N=C4C3=C2)O.Cl. Cell line: NCI-H460. Synergy scores: CSS=30.2, Synergy_ZIP=-1.06, Synergy_Bliss=-3.37, Synergy_Loewe=-29.8, Synergy_HSA=-3.75. (7) Drug 1: CC12CCC(CC1=CCC3C2CCC4(C3CC=C4C5=CN=CC=C5)C)O. Drug 2: C1=CC(=CC=C1CCCC(=O)O)N(CCCl)CCCl. Cell line: NCI-H322M. Synergy scores: CSS=-1.21, Synergy_ZIP=1.76, Synergy_Bliss=0.455, Synergy_Loewe=-3.69, Synergy_HSA=-2.35. (8) Drug 1: C1=CC(=CC=C1C#N)C(C2=CC=C(C=C2)C#N)N3C=NC=N3. Drug 2: CC1C(C(=O)NC(C(=O)N2CCCC2C(=O)N(CC(=O)N(C(C(=O)O1)C(C)C)C)C)C(C)C)NC(=O)C3=C4C(=C(C=C3)C)OC5=C(C(=O)C(=C(C5=N4)C(=O)NC6C(OC(=O)C(N(C(=O)CN(C(=O)C7CCCN7C(=O)C(NC6=O)C(C)C)C)C)C(C)C)C)N)C. Cell line: HOP-92. Synergy scores: CSS=1.08, Synergy_ZIP=0.385, Synergy_Bliss=1.61, Synergy_Loewe=-18.9, Synergy_HSA=-6.82.